This data is from NCI-60 drug combinations with 297,098 pairs across 59 cell lines. The task is: Regression. Given two drug SMILES strings and cell line genomic features, predict the synergy score measuring deviation from expected non-interaction effect. (1) Drug 1: CCC1=CC2CC(C3=C(CN(C2)C1)C4=CC=CC=C4N3)(C5=C(C=C6C(=C5)C78CCN9C7C(C=CC9)(C(C(C8N6C)(C(=O)OC)O)OC(=O)C)CC)OC)C(=O)OC.C(C(C(=O)O)O)(C(=O)O)O. Drug 2: C1C(C(OC1N2C=NC3=C(N=C(N=C32)Cl)N)CO)O. Cell line: OVCAR3. Synergy scores: CSS=66.2, Synergy_ZIP=6.83, Synergy_Bliss=6.70, Synergy_Loewe=4.74, Synergy_HSA=7.18. (2) Drug 1: CC12CCC3C(C1CCC2=O)CC(=C)C4=CC(=O)C=CC34C. Drug 2: C1=C(C(=O)NC(=O)N1)N(CCCl)CCCl. Cell line: CCRF-CEM. Synergy scores: CSS=76.0, Synergy_ZIP=0.249, Synergy_Bliss=-0.369, Synergy_Loewe=-0.913, Synergy_HSA=0.375. (3) Drug 1: C1CCC(C(C1)N)N.C(=O)(C(=O)[O-])[O-].[Pt+4]. Drug 2: C(CN)CNCCSP(=O)(O)O. Cell line: CAKI-1. Synergy scores: CSS=17.1, Synergy_ZIP=-6.88, Synergy_Bliss=-5.83, Synergy_Loewe=-8.34, Synergy_HSA=-3.19. (4) Drug 1: C1=CC=C(C(=C1)C(C2=CC=C(C=C2)Cl)C(Cl)Cl)Cl. Drug 2: C(CCl)NC(=O)N(CCCl)N=O. Cell line: NCIH23. Synergy scores: CSS=-1.24, Synergy_ZIP=11.8, Synergy_Bliss=1.08, Synergy_Loewe=-2.69, Synergy_HSA=-1.23. (5) Drug 1: CC(C1=C(C=CC(=C1Cl)F)Cl)OC2=C(N=CC(=C2)C3=CN(N=C3)C4CCNCC4)N. Drug 2: CC1=C2C(C(=O)C3(C(CC4C(C3C(C(C2(C)C)(CC1OC(=O)C(C(C5=CC=CC=C5)NC(=O)OC(C)(C)C)O)O)OC(=O)C6=CC=CC=C6)(CO4)OC(=O)C)O)C)O. Cell line: UO-31. Synergy scores: CSS=22.3, Synergy_ZIP=-0.278, Synergy_Bliss=6.51, Synergy_Loewe=8.35, Synergy_HSA=8.52. (6) Synergy scores: CSS=62.4, Synergy_ZIP=3.77, Synergy_Bliss=4.12, Synergy_Loewe=-50.6, Synergy_HSA=3.13. Cell line: DU-145. Drug 2: CC(C)NC(=O)C1=CC=C(C=C1)CNNC.Cl. Drug 1: C1=CC(=C2C(=C1NCCNCCO)C(=O)C3=C(C=CC(=C3C2=O)O)O)NCCNCCO. (7) Drug 1: CC1=C(C=C(C=C1)C(=O)NC2=CC(=CC(=C2)C(F)(F)F)N3C=C(N=C3)C)NC4=NC=CC(=N4)C5=CN=CC=C5. Drug 2: C1C(C(OC1N2C=NC(=NC2=O)N)CO)O. Cell line: COLO 205. Synergy scores: CSS=23.2, Synergy_ZIP=0.312, Synergy_Bliss=1.96, Synergy_Loewe=-9.14, Synergy_HSA=3.19.